From a dataset of Full USPTO retrosynthesis dataset with 1.9M reactions from patents (1976-2016). Predict the reactants needed to synthesize the given product. (1) Given the product [F:17][C:13]1[CH:14]=[CH:15][CH:16]=[C:11]([O:10][CH2:9][CH2:8][CH2:7][CH2:6][CH2:5][CH2:4][CH2:3][CH2:2][I:18])[CH:12]=1, predict the reactants needed to synthesize it. The reactants are: Br[CH2:2][CH2:3][CH2:4][CH2:5][CH2:6][CH2:7][CH2:8][CH2:9][O:10][C:11]1[CH:16]=[CH:15][CH:14]=[C:13]([F:17])[CH:12]=1.[I-:18].[Na+].C(OCCCCCCCCCCN)CCCCC. (2) Given the product [ClH:1].[CH2:22]([N:29]1[CH2:34][CH2:33][C:32]([CH2:8][C:9](=[O:10])[C:11]2[CH:16]=[CH:15][C:14]([N:17]3[CH2:21][CH2:20][CH2:19][CH2:18]3)=[CH:13][CH:12]=2)([OH:35])[CH2:31][CH2:30]1)[C:23]1[CH:24]=[CH:25][CH:26]=[CH:27][CH:28]=1, predict the reactants needed to synthesize it. The reactants are: [Cl-:1].[Ce+3].[Cl-].[Cl-].[I-].[Na+].Br[CH2:8][C:9]([C:11]1[CH:16]=[CH:15][C:14]([N:17]2[CH2:21][CH2:20][CH2:19][CH2:18]2)=[CH:13][CH:12]=1)=[O:10].[CH2:22]([N:29]1[CH2:34][CH2:33][C:32](=[O:35])[CH2:31][CH2:30]1)[C:23]1[CH:28]=[CH:27][CH:26]=[CH:25][CH:24]=1. (3) The reactants are: C(OC(=O)[NH:7][CH2:8][C:9]#[C:10][C:11]1[N:12]=[C:13]([NH2:25])[C:14]2[N:15]([N:17]=[C:18]([C:20]3[O:21][CH:22]=[CH:23][CH:24]=3)[N:19]=2)[CH:16]=1)(C)(C)C.FC(F)(F)C(O)=O. Given the product [NH2:7][CH2:8][C:9]#[C:10][C:11]1[N:12]=[C:13]([NH2:25])[C:14]2[N:15]([N:17]=[C:18]([C:20]3[O:21][CH:22]=[CH:23][CH:24]=3)[N:19]=2)[CH:16]=1, predict the reactants needed to synthesize it. (4) Given the product [C:1]([C:5]1[CH:6]=[C:7]([C:19]2[N:24]=[C:23]([C:25]3[CH2:26][CH2:27][N:28]([C:31]([O:33][C:34]([CH3:37])([CH3:36])[CH3:35])=[O:32])[CH2:29][CH:30]=3)[CH:22]=[N:21][CH:20]=2)[CH:8]=[C:9]([C:11]([CH3:14])([CH3:13])[CH3:12])[CH:10]=1)([CH3:4])([CH3:3])[CH3:2], predict the reactants needed to synthesize it. The reactants are: [C:1]([C:5]1[CH:6]=[C:7](B(O)O)[CH:8]=[C:9]([C:11]([CH3:14])([CH3:13])[CH3:12])[CH:10]=1)([CH3:4])([CH3:3])[CH3:2].Cl[C:19]1[N:24]=[C:23]([C:25]2[CH2:26][CH2:27][N:28]([C:31]([O:33][C:34]([CH3:37])([CH3:36])[CH3:35])=[O:32])[CH2:29][CH:30]=2)[CH:22]=[N:21][CH:20]=1.COCCOC.C([O-])([O-])=O.[Na+].[Na+].